This data is from Retrosynthesis with 50K atom-mapped reactions and 10 reaction types from USPTO. The task is: Predict the reactants needed to synthesize the given product. Given the product Cc1ccc(-n2c(C(=O)N3CCC(F)(F)CC3)cc3cc(C(=O)N4CCN(C(C)C)CC4)ccc32)cc1, predict the reactants needed to synthesize it. The reactants are: CC(C)N1CCN(C(=O)c2ccc3[nH]c(C(=O)N4CCC(F)(F)CC4)cc3c2)CC1.Cc1ccc(B(O)O)cc1.